This data is from Full USPTO retrosynthesis dataset with 1.9M reactions from patents (1976-2016). The task is: Predict the reactants needed to synthesize the given product. (1) Given the product [CH2:1]([C:5]1[CH:6]=[CH:7][C:8]([C:9]2[O:11][N:30]=[C:31]([C:32]3[CH:33]=[CH:34][C:35]([C@H:38]4[CH2:49][CH2:48][C:40]5([NH:44][C:43](=[O:45])[N:42]([CH3:46])[C:41]5=[O:47])[CH2:39]4)=[CH:36][CH:37]=3)[N:50]=2)=[CH:12][CH:13]=1)[CH:2]([CH3:3])[CH3:4], predict the reactants needed to synthesize it. The reactants are: [CH2:1]([C:5]1[CH:13]=[CH:12][C:8]([C:9]([OH:11])=O)=[CH:7][CH:6]=1)[CH:2]([CH3:4])[CH3:3].C(Cl)CCl.C1C=C2N=NN(O)C2=CC=1.O.O/[N:30]=[C:31](\[NH2:50])/[C:32]1[CH:37]=[CH:36][C:35]([C@H:38]2[CH2:49][CH2:48][C:40]3([NH:44][C:43](=[O:45])[N:42]([CH3:46])[C:41]3=[O:47])[CH2:39]2)=[CH:34][CH:33]=1. (2) Given the product [F:1][C:2]1([CH:12]([OH:17])[C:13]([F:16])([F:15])[F:14])[CH2:7][CH2:6][N:5]([S:8]([CH3:11])(=[O:10])=[O:9])[CH2:4][CH2:3]1, predict the reactants needed to synthesize it. The reactants are: [F:1][C:2]1([CH:12]([O:17][Si](CC)(CC)CC)[C:13]([F:16])([F:15])[F:14])[CH2:7][CH2:6][N:5]([S:8]([CH3:11])(=[O:10])=[O:9])[CH2:4][CH2:3]1.[F-].C([N+](CCCC)(CCCC)CCCC)CCC.O.C(OCC)(=O)C. (3) Given the product [ClH:31].[Cl:31][C:32]1[CH:37]=[CH:36][C:35]([NH:38][C:39]([NH:23][C:20]2[CH:19]=[CH:18][C:17]([N:12]3[CH:11]=[N:10][C:9]4[C:13]3=[N:14][CH:15]=[N:16][C:8]=4[NH:7][CH2:26][CH2:27][O:28][CH3:29])=[CH:22][CH:21]=2)=[O:40])=[CH:34][C:33]=1[C:41]([F:42])([F:43])[F:44], predict the reactants needed to synthesize it. The reactants are: C(OC(=O)[N:7]([CH2:26][CH2:27][O:28][CH3:29])[C:8]1[N:16]=[CH:15][N:14]=[C:13]2[C:9]=1[N:10]=[CH:11][N:12]2[C:17]1[CH:22]=[CH:21][C:20]([N+:23]([O-])=O)=[CH:19][CH:18]=1)(C)(C)C.[Cl:31][C:32]1[CH:37]=[CH:36][C:35]([N:38]=[C:39]=[O:40])=[CH:34][C:33]=1[C:41]([F:44])([F:43])[F:42]. (4) Given the product [ClH:28].[F:22][C:16]1[CH:17]=[C:18]([F:21])[CH:19]=[CH:20][C:15]=1[N:8]1[C:9]2[CH:14]=[CH:13][CH:12]=[CH:11][C:10]=2[N:6]([CH2:5][CH2:4][CH2:3][CH2:2][N:26]([CH3:27])[CH3:25])[S:7]1(=[O:24])=[O:23], predict the reactants needed to synthesize it. The reactants are: Br[CH2:2][CH2:3][CH2:4][CH2:5][N:6]1[C:10]2[CH:11]=[CH:12][CH:13]=[CH:14][C:9]=2[N:8]([C:15]2[CH:20]=[CH:19][C:18]([F:21])=[CH:17][C:16]=2[F:22])[S:7]1(=[O:24])=[O:23].[CH3:25][NH:26][CH3:27].[ClH:28]. (5) Given the product [N:53]1[C:54]([C:62]2[CH:63]=[C:64]([NH:68][C:24]([C:17]3[C:18](=[O:23])[O:19][C:20]4[C:15]([CH:16]=3)=[CH:14][C:13]([O:12][C:11]([F:10])([F:28])[F:27])=[CH:22][CH:21]=4)=[O:26])[CH:65]=[CH:66][CH:67]=2)=[CH:55][N:56]2[CH:61]=[CH:60][CH:59]=[CH:58][C:57]=12, predict the reactants needed to synthesize it. The reactants are: CCN(C(C)C)C(C)C.[F:10][C:11]([F:28])([F:27])[O:12][C:13]1[CH:14]=[C:15]2[C:20](=[CH:21][CH:22]=1)[O:19][C:18](=[O:23])[C:17]([C:24]([OH:26])=O)=[CH:16]2.CN(C(ON1N=NC2C=CC=NC1=2)=[N+](C)C)C.F[P-](F)(F)(F)(F)F.[N:53]1[C:54]([C:62]2[CH:63]=[C:64]([NH2:68])[CH:65]=[CH:66][CH:67]=2)=[CH:55][N:56]2[CH:61]=[CH:60][CH:59]=[CH:58][C:57]=12. (6) Given the product [NH2:1][NH:2][C:19]([C:18]1[CH:22]=[CH:14][C:15]([F:33])=[C:16]([F:32])[C:17]=1[NH:23][C:24]1[CH:29]=[CH:28][C:27]([I:30])=[CH:26][C:25]=1[F:31])=[O:20], predict the reactants needed to synthesize it. The reactants are: [NH2:1][NH2:2].FC1C(F)=C(F)C(F)=C(F)C=1[C:14]1[C:15]([F:33])=[C:16]([F:32])[C:17]([NH:23][C:24]2[CH:29]=[CH:28][C:27]([I:30])=[CH:26][C:25]=2[F:31])=[C:18]([CH:22]=1)[C:19]([O-])=[O:20].